Dataset: Catalyst prediction with 721,799 reactions and 888 catalyst types from USPTO. Task: Predict which catalyst facilitates the given reaction. (1) The catalyst class is: 16. Product: [CH3:13][O:12][C:10]1[CH:9]=[CH:8][C:6]2[N:7]=[C:2]([C:20]#[N:21])[C:3]3[N:4]([CH:14]=[N:15][C:16]=3[CH3:17])[C:5]=2[N:11]=1. Reactant: Cl[C:2]1[C:3]2[N:4]([CH:14]=[N:15][C:16]=2[CH3:17])[C:5]2[N:11]=[C:10]([O:12][CH3:13])[CH:9]=[CH:8][C:6]=2[N:7]=1.[C-]#N.[CH3:20][N+:21](C)(C)C.O. (2) Reactant: Br[C:2]1[N:7]=[CH:6][C:5]([O:8][C:9]2[CH:10]=[CH:11][N:12]=[C:13]3[C:18]=2[N:17]=[CH:16][C:15]([O:19][CH3:20])=[CH:14]3)=[CH:4][CH:3]=1.[C:21]1([C:27]2[C:36]3[C:31](=[CH:32][CH:33]=[CH:34][CH:35]=3)[C:30]([NH2:37])=[N:29][N:28]=2)[CH:26]=[CH:25][CH:24]=[CH:23][CH:22]=1.CC(C)([O-])C.[Na+]. Product: [CH3:20][O:19][C:15]1[CH:14]=[C:13]2[C:18]([C:9]([O:8][C:5]3[CH:4]=[CH:3][C:2]([NH:37][C:30]4[C:31]5[C:36](=[CH:35][CH:34]=[CH:33][CH:32]=5)[C:27]([C:21]5[CH:26]=[CH:25][CH:24]=[CH:23][CH:22]=5)=[N:28][N:29]=4)=[N:7][CH:6]=3)=[CH:10][CH:11]=[N:12]2)=[N:17][CH:16]=1. The catalyst class is: 110.